From a dataset of Forward reaction prediction with 1.9M reactions from USPTO patents (1976-2016). Predict the product of the given reaction. (1) The product is: [CH3:50][O:51][C:52]1[CH:53]=[C:54]([C:58]2[CH:59]=[C:60]([NH:64][C:23]([C:18]3[C:19](=[O:22])[O:20][C:21]4[C:16]([CH:17]=3)=[CH:15][CH:14]=[CH:13][C:12]=4[O:11][CH3:10])=[O:25])[CH:61]=[CH:62][CH:63]=2)[CH:55]=[N:56][CH:57]=1. Given the reactants CCN(C(C)C)C(C)C.[CH3:10][O:11][C:12]1[CH:13]=[CH:14][CH:15]=[C:16]2[C:21]=1[O:20][C:19](=[O:22])[C:18]([C:23]([OH:25])=O)=[CH:17]2.CN(C(ON1N=NC2C=CC=NC1=2)=[N+](C)C)C.F[P-](F)(F)(F)(F)F.[CH3:50][O:51][C:52]1[CH:53]=[C:54]([C:58]2[CH:59]=[C:60]([NH2:64])[CH:61]=[CH:62][CH:63]=2)[CH:55]=[N:56][CH:57]=1, predict the reaction product. (2) Given the reactants [NH2:1][C:2]1[C:7]([C:8]([C:10]2[C:15]([O:16][CH3:17])=[CH:14][CH:13]=[CH:12][N:11]=2)=[O:9])=[CH:6][N:5]=[C:4](S(CC)=O)[N:3]=1.FC(F)(F)C(O)=O.[CH3:29][S:30]([N:33]1[CH2:38][CH2:37][CH:36]([NH2:39])[CH2:35][CH2:34]1)(=[O:32])=[O:31], predict the reaction product. The product is: [NH2:1][C:2]1[C:7]([C:8]([C:10]2[C:15]([O:16][CH3:17])=[CH:14][CH:13]=[CH:12][N:11]=2)=[O:9])=[CH:6][N:5]=[C:4]([NH:39][CH:36]2[CH2:37][CH2:38][N:33]([S:30]([CH3:29])(=[O:32])=[O:31])[CH2:34][CH2:35]2)[N:3]=1. (3) Given the reactants [Br:1][C:2]1[CH:10]=[CH:9][C:5]([C:6]([OH:8])=O)=[CH:4][CH:3]=1.[F:11][C:12]1[CH:17]=[CH:16][CH:15]=[CH:14][CH:13]=1.[Al+3].[Cl-].[Cl-].[Cl-].Cl, predict the reaction product. The product is: [Br:1][C:2]1[CH:3]=[CH:4][C:5]([C:6]([C:15]2[CH:16]=[CH:17][C:12]([F:11])=[CH:13][CH:14]=2)=[O:8])=[CH:9][CH:10]=1. (4) The product is: [CH2:13]([N:20]([CH2:21][CH2:22][OH:23])[C:10]([CH:8]1[C:6]2[CH:7]=[C:2]([Cl:1])[CH:3]=[CH:4][C:5]=2[CH2:9]1)=[O:12])[C:14]1[CH:19]=[CH:18][CH:17]=[CH:16][CH:15]=1. Given the reactants [Cl:1][C:2]1[CH:3]=[CH:4][C:5]2[CH2:9][CH:8]([C:10]([OH:12])=O)[C:6]=2[CH:7]=1.[CH2:13]([NH:20][CH2:21][CH2:22][OH:23])[C:14]1[CH:19]=[CH:18][CH:17]=[CH:16][CH:15]=1.C(N(CC)CC)C.[O-]P1(OP([O-])(=O)OP([O-])(=O)OP([O-])(=O)O1)=O.[Na+].[Na+].[Na+].[Na+], predict the reaction product. (5) Given the reactants [CH3:1][N:2]([CH3:26])[CH2:3][C@H:4]([OH:25])[CH2:5][O:6][CH2:7][CH2:8][CH2:9][CH2:10][CH2:11][CH2:12][CH2:13][CH2:14]/[CH:15]=[CH:16]\[CH2:17]/[CH:18]=[CH:19]\[CH2:20][CH2:21][CH2:22][CH2:23][CH3:24].[H-].[Na+].CS(O[CH2:34][CH2:35][CH2:36][CH2:37][CH2:38][CH2:39][CH2:40][CH2:41][O:42][C@H:43]1[CH2:67][CH2:66][C@@:65]2([CH3:68])[C:45](=[CH:46][CH2:47][C@@H:48]3[C@@H:64]2[CH2:63][CH2:62][C@@:61]2([CH3:69])[C@H:49]3[CH2:50][CH2:51][C@@H:52]2[C@H:53]([CH3:60])[CH2:54][CH2:55][CH2:56][CH:57]([CH3:59])[CH3:58])[CH2:44]1)(=O)=O, predict the reaction product. The product is: [CH3:59][CH:57]([CH2:56][CH2:55][CH2:54][C@H:53]([C@@H:52]1[C@:61]2([CH3:69])[C@H:49]([C@H:48]3[C@H:64]([CH2:63][CH2:62]2)[C@:65]2([CH3:68])[C:45]([CH2:44][C@@H:43]([O:42][CH2:41][CH2:40][CH2:39][CH2:38][CH2:37][CH2:36][CH2:35][CH2:34][O:25][C@H:4]([CH2:5][O:6][CH2:7][CH2:8][CH2:9][CH2:10][CH2:11][CH2:12][CH2:13][CH2:14]/[CH:15]=[CH:16]\[CH2:17]/[CH:18]=[CH:19]\[CH2:20][CH2:21][CH2:22][CH2:23][CH3:24])[CH2:3][N:2]([CH3:1])[CH3:26])[CH2:67][CH2:66]2)=[CH:46][CH2:47]3)[CH2:50][CH2:51]1)[CH3:60])[CH3:58]. (6) Given the reactants [SH:1][C:2]1[N:10]=[CH:9][CH:8]=[CH:7][C:3]=1[C:4]([OH:6])=[O:5].I[CH2:12][CH2:13][CH3:14], predict the reaction product. The product is: [CH2:12]([S:1][C:2]1[N:10]=[CH:9][CH:8]=[CH:7][C:3]=1[C:4]([OH:6])=[O:5])[CH2:13][CH3:14].